This data is from Peptide-MHC class I binding affinity with 185,985 pairs from IEDB/IMGT. The task is: Regression. Given a peptide amino acid sequence and an MHC pseudo amino acid sequence, predict their binding affinity value. This is MHC class I binding data. (1) The peptide sequence is KEEILGTVSW. The MHC is HLA-B18:01 with pseudo-sequence HLA-B18:01. The binding affinity (normalized) is 0.432. (2) The peptide sequence is KEFAAGRKSL. The MHC is HLA-B40:01 with pseudo-sequence HLA-B40:01. The binding affinity (normalized) is 0.791. (3) The peptide sequence is AYIDNYNKV. The MHC is HLA-A23:01 with pseudo-sequence HLA-A23:01. The binding affinity (normalized) is 0.333. (4) The peptide sequence is FESYVRPFVA. The MHC is HLA-B44:03 with pseudo-sequence HLA-B44:03. The binding affinity (normalized) is 0.0412. (5) The peptide sequence is TGIVSSMHY. The MHC is HLA-B18:01 with pseudo-sequence HLA-B18:01. The binding affinity (normalized) is 0.0847. (6) The peptide sequence is YMYAVSGAL. The MHC is HLA-A02:03 with pseudo-sequence HLA-A02:03. The binding affinity (normalized) is 0.936.